This data is from Catalyst prediction with 721,799 reactions and 888 catalyst types from USPTO. The task is: Predict which catalyst facilitates the given reaction. Product: [C:6]([N:16]1[CH2:19][CH:18]([C:20]2[CH:36]=[CH:35][C:23]([N:24]3[CH2:29][C@H:28]([CH2:40][OH:41])[O:27][C:25]3=[O:26])=[CH:22][C:21]=2[F:37])[CH2:17]1)([O:8][CH2:9][C:10]1[CH:15]=[CH:4][CH:3]=[CH:2][CH:1]=1)=[O:7]. Reactant: [CH2:1]([Li])[CH2:2][CH2:3][CH3:4].[C:6]([N:16]1[CH2:19][CH:18]([C:20]2[CH:36]=[CH:35][C:23]([NH:24][C:25]([O:27][CH2:28][C:29]3C=CC=CC=3)=[O:26])=[CH:22][C:21]=2[F:37])[CH2:17]1)([O:8][CH2:9][C:10]1[CH:15]=CC=CC=1)=[O:7].C1C[O:41][CH2:40]C1. The catalyst class is: 81.